From a dataset of Full USPTO retrosynthesis dataset with 1.9M reactions from patents (1976-2016). Predict the reactants needed to synthesize the given product. (1) Given the product [C:37]([O:41][C:42](=[O:56])[CH2:43][O:44][C:45]1[C:54]2[CH2:53][CH2:52][CH2:51][C@H:50]([OH:55])[C:49]=2[CH:48]=[CH:47][CH:46]=1)([CH3:40])([CH3:38])[CH3:39], predict the reactants needed to synthesize it. The reactants are: CC1C=CC(S(N[C@H]([C@@H](N)C2C=CC=CC=2)C2C=CC=CC=2)(=O)=O)=CC=1.C(O)=O.C(N(CC)CC)C.[C:37]([O:41][C:42](=[O:56])[CH2:43][O:44][C:45]1[C:54]2[CH2:53][CH2:52][CH2:51][C:50](=[O:55])[C:49]=2[CH:48]=[CH:47][CH:46]=1)([CH3:40])([CH3:39])[CH3:38]. (2) Given the product [N:30]1[CH:31]=[CH:32][CH:33]=[CH:34][C:29]=1[CH2:28][NH:8][CH2:9][C:10]1[CH:15]=[CH:14][C:13]([CH2:16][N:17]([CH2:35][C:36]2[O:40][CH:39]=[CH:38][CH:37]=2)[CH:18]2[C:27]3[N:26]=[CH:25][CH:24]=[CH:23][C:22]=3[CH2:21][CH2:20][CH2:19]2)=[CH:12][CH:11]=1, predict the reactants needed to synthesize it. The reactants are: C(OC([N:8]([CH2:28][C:29]1[CH:34]=[CH:33][CH:32]=[CH:31][N:30]=1)[CH2:9][C:10]1[CH:15]=[CH:14][C:13]([CH2:16][NH:17][CH:18]2[C:27]3[N:26]=[CH:25][CH:24]=[CH:23][C:22]=3[CH2:21][CH2:20][CH2:19]2)=[CH:12][CH:11]=1)=O)(C)(C)C.[CH:35](=O)[C:36]1[O:40][CH:39]=[CH:38][CH:37]=1.[BH3-]C#N.[Na+]. (3) Given the product [CH:33]1([C:36]([NH:1][C@H:2]2[CH2:7][CH2:6][C@H:5]([NH:8][C:9]([C:11]3[C:15]4[N:16]=[CH:17][N:18]=[C:19]([C:20]5[CH:25]=[CH:24][C:23]([O:26][CH3:27])=[CH:22][C:21]=5[O:28][CH2:29][CH2:30][O:31][CH3:32])[C:14]=4[NH:13][CH:12]=3)=[O:10])[CH2:4][CH2:3]2)=[O:37])[CH2:35][CH2:34]1, predict the reactants needed to synthesize it. The reactants are: [NH2:1][C@H:2]1[CH2:7][CH2:6][C@H:5]([NH:8][C:9]([C:11]2[C:15]3[N:16]=[CH:17][N:18]=[C:19]([C:20]4[CH:25]=[CH:24][C:23]([O:26][CH3:27])=[CH:22][C:21]=4[O:28][CH2:29][CH2:30][O:31][CH3:32])[C:14]=3[NH:13][CH:12]=2)=[O:10])[CH2:4][CH2:3]1.[CH:33]1([C:36](Cl)=[O:37])[CH2:35][CH2:34]1. (4) Given the product [Cl:22][C:11]1[N:10]=[C:9]([N:3]2[CH2:4][CH:5]3[O:8][CH:1]([CH2:7][CH2:6]3)[CH2:2]2)[CH:14]=[C:13]([O:15][CH:16]([CH3:18])[CH3:17])[N:12]=1, predict the reactants needed to synthesize it. The reactants are: [CH:1]12[O:8][CH:5]([CH2:6][CH2:7]1)[CH2:4][N:3]([C:9]1[CH:14]=[C:13]([O:15][CH:16]([CH3:18])[CH3:17])[N:12]=[C:11](O)[N:10]=1)[CH2:2]2.O=P(Cl)(Cl)[Cl:22]. (5) Given the product [CH2:23]([N:10]([C:2]1[NH:3][C:4]2[CH:9]=[CH:8][CH:7]=[CH:6][C:5]=2[N:1]=1)[C:11]1[C:16]([Cl:17])=[CH:15][CH:14]=[CH:13][C:12]=1[Cl:18])[CH:21]=[CH2:22], predict the reactants needed to synthesize it. The reactants are: [NH:1]1[C:5]2[CH:6]=[CH:7][CH:8]=[CH:9][C:4]=2[N:3]=[C:2]1[NH:10][C:11]1[C:16]([Cl:17])=[CH:15][CH:14]=[CH:13][C:12]=1[Cl:18].[H-].[Na+].[CH:21]1(Br)[CH2:23][CH2:22]1. (6) Given the product [OH:41][CH2:40][CH2:39][NH:38][C:26]([N:12]1[CH2:13][CH:14]([C:16]2[CH:17]=[CH:18][C:19]([C:22]([F:23])([F:24])[F:25])=[CH:20][CH:21]=2)[CH2:15][CH:10]([NH:9][C:7]([C:1]2[CH:6]=[CH:5][CH:4]=[CH:3][CH:2]=2)=[O:8])[CH2:11]1)=[O:28], predict the reactants needed to synthesize it. The reactants are: [C:1]1([C:7]([NH:9][CH:10]2[CH2:15][CH:14]([C:16]3[CH:21]=[CH:20][C:19]([C:22]([F:25])([F:24])[F:23])=[CH:18][CH:17]=3)[CH2:13][N:12]([C:26]([O:28]C3C=CC([N+]([O-])=O)=CC=3)=O)[CH2:11]2)=[O:8])[CH:6]=[CH:5][CH:4]=[CH:3][CH:2]=1.[NH2:38][CH2:39][CH2:40][OH:41].C(=O)([O-])[O-].[K+].[K+]. (7) Given the product [C:42]([C:37]1[CH:38]=[C:39]2[C:34](=[C:35]([F:46])[CH:36]=1)[C:33](=[O:47])[N:32]([C:7]1[C:6]([CH2:5][OH:4])=[C:11]([C:12]3[CH:17]=[C:16]([NH:18][C:19]4[N:20]=[CH:21][C:22]([C:25]([CH3:27])([CH3:26])[C:28]#[N:29])=[CH:23][CH:24]=4)[C:15](=[O:30])[N:14]([CH3:31])[CH:13]=3)[CH:10]=[CH:9][N:8]=1)[N:41]=[CH:40]2)([CH3:45])([CH3:43])[CH3:44], predict the reactants needed to synthesize it. The reactants are: C([O:4][CH2:5][C:6]1[C:7]([N:32]2[N:41]=[CH:40][C:39]3[C:34](=[C:35]([F:46])[CH:36]=[C:37]([C:42]([CH3:45])([CH3:44])[CH3:43])[CH:38]=3)[C:33]2=[O:47])=[N:8][CH:9]=[CH:10][C:11]=1[C:12]1[CH:17]=[C:16]([NH:18][C:19]2[CH:24]=[CH:23][C:22]([C:25]([C:28]#[N:29])([CH3:27])[CH3:26])=[CH:21][N:20]=2)[C:15](=[O:30])[N:14]([CH3:31])[CH:13]=1)(=O)C.[OH-].[Li+]. (8) Given the product [C:16]([O:20][C:21](=[O:22])[NH:23][C@H:24]([C:25]1[N:9]([C:10]2[CH:15]=[CH:14][CH:13]=[CH:12][CH:11]=2)[C:4]2[CH:3]=[C:2]([F:1])[CH:7]=[CH:6][C:5]=2[N:8]=1)[CH2:28][CH3:29])([CH3:19])([CH3:18])[CH3:17], predict the reactants needed to synthesize it. The reactants are: [F:1][C:2]1[CH:3]=[C:4]([NH:9][C:10]2[CH:15]=[CH:14][CH:13]=[CH:12][CH:11]=2)[C:5]([NH2:8])=[CH:6][CH:7]=1.[C:16]([O:20][C:21]([NH:23][C@@H:24]([CH2:28][CH3:29])[C:25](O)=O)=[O:22])([CH3:19])([CH3:18])[CH3:17].C1C=NC2N(O)N=NC=2C=1.CN1CCOCC1.Cl.CN(C)CCCN=C=NCC. (9) Given the product [C:1]([O:5][C:6]([N:8]1[C:16]2[C:11](=[C:12]([CH3:19])[C:13]([OH:17])=[CH:14][CH:15]=2)[CH2:10][CH2:9]1)=[O:7])([CH3:4])([CH3:3])[CH3:2], predict the reactants needed to synthesize it. The reactants are: [C:1]([O:5][C:6]([N:8]1[C:16]2[C:11](=[C:12]([CH3:19])[C:13]([O:17]C)=[CH:14][CH:15]=2)[CH2:10][CH2:9]1)=[O:7])([CH3:4])([CH3:3])[CH3:2].C(=O)([O-])O.[Na+].O.CC(OC(OC(OC(C)(C)C)=O)=O)(C)C.